From a dataset of Catalyst prediction with 721,799 reactions and 888 catalyst types from USPTO. Predict which catalyst facilitates the given reaction. (1) Reactant: [CH2:1]([O:8][NH:9][C:10]([C:12]1[C:13](Cl)=[N:14][C:15]([Cl:19])=[C:16]([F:18])[CH:17]=1)=[O:11])[C:2]1[CH:7]=[CH:6][CH:5]=[CH:4][CH:3]=1.[H-].[Na+].[F:23][C:24]1[CH:29]=[CH:28][CH:27]=[CH:26][C:25]=1[N:30]=[C:31]=[O:32]. Product: [CH2:1]([O:8][N:9]1[C:10](=[O:11])[C:12]2[CH:17]=[C:16]([F:18])[C:15]([Cl:19])=[N:14][C:13]=2[N:30]([C:25]2[CH:26]=[CH:27][CH:28]=[CH:29][C:24]=2[F:23])[C:31]1=[O:32])[C:2]1[CH:7]=[CH:6][CH:5]=[CH:4][CH:3]=1. The catalyst class is: 44. (2) Reactant: Br[C:2]1[C:3]([O:24][CH3:25])=[C:4]([C:10](=[O:23])[CH2:11][C:12]2[C:17]([C:18]([F:21])([F:20])[F:19])=[CH:16][CH:15]=[CH:14][C:13]=2[F:22])[C:5]([O:8][CH3:9])=[CH:6][CH:7]=1.[S:26]1[CH:30]=[CH:29][CH:28]=[C:27]1B(O)O. Product: [CH3:25][O:24][C:3]1[C:2]([C:27]2[S:26][CH:30]=[CH:29][CH:28]=2)=[CH:7][CH:6]=[C:5]([O:8][CH3:9])[C:4]=1[C:10](=[O:23])[CH2:11][C:12]1[C:17]([C:18]([F:21])([F:20])[F:19])=[CH:16][CH:15]=[CH:14][C:13]=1[F:22]. The catalyst class is: 6. (3) Reactant: C(P(=O)(OCC)OCC)#N.[NH:11]1[C:20]2[C:15](=[CH:16][CH:17]=[CH:18][CH:19]=2)[CH2:14][CH2:13][CH:12]1[C:21]([OH:23])=O.[NH:24]1[C:32]2[C:27](=[C:28]([N:33]3[CH2:38][CH2:37][NH:36][CH2:35][CH2:34]3)[CH:29]=[CH:30][CH:31]=2)[CH:26]=[CH:25]1. Product: [NH:24]1[C:32]2[C:27](=[C:28]([N:33]3[CH2:38][CH2:37][N:36]([C:21]([CH:12]4[CH2:13][CH2:14][C:15]5[C:20](=[CH:19][CH:18]=[CH:17][CH:16]=5)[NH:11]4)=[O:23])[CH2:35][CH2:34]3)[CH:29]=[CH:30][CH:31]=2)[CH:26]=[CH:25]1. The catalyst class is: 18. (4) Reactant: [OH:1][C:2]1[CH:3]=[CH:4][C:5]2[C:17](=[O:18])[C:16]3[C:15]4[C:10](=[CH:11][C:12]([C:19]#[N:20])=[CH:13][CH:14]=4)[NH:9][C:8]=3[C:7]([CH3:22])([CH3:21])[C:6]=2[CH:23]=1.[H-].[Na+].[CH3:26][N:27]([CH3:32])[S:28](Cl)(=[O:30])=[O:29].O. Product: [C:19]([C:12]1[CH:11]=[C:10]2[C:15]([C:16]3[C:17](=[O:18])[C:5]4[CH:4]=[CH:3][C:2]([O:1][S:28](=[O:30])(=[O:29])[N:27]([CH3:32])[CH3:26])=[CH:23][C:6]=4[C:7]([CH3:21])([CH3:22])[C:8]=3[NH:9]2)=[CH:14][CH:13]=1)#[N:20]. The catalyst class is: 3.